Dataset: Retrosynthesis with 50K atom-mapped reactions and 10 reaction types from USPTO. Task: Predict the reactants needed to synthesize the given product. (1) The reactants are: COC(=O)c1cc(Oc2ccc(NS(=O)(=O)c3ccc(C)cc3)c(N(C)Cc3ccccc3)c2)ccc1NS(=O)(=O)c1ccc(C)cc1. Given the product CNc1cc(Oc2ccc(NS(=O)(=O)c3ccc(C)cc3)c(C(=O)OC)c2)ccc1NS(=O)(=O)c1ccc(C)cc1, predict the reactants needed to synthesize it. (2) Given the product CC(C)N(c1cccc(C(=O)N2CCN3CCC[C@@H]3C2)c1)S(=O)(=O)c1cccc(C(F)(F)F)c1, predict the reactants needed to synthesize it. The reactants are: C1C[C@@H]2CNCCN2C1.CC(C)N(c1cccc(C(=O)O)c1)S(=O)(=O)c1cccc(C(F)(F)F)c1. (3) Given the product CC(C)c1[nH]nc(O[C@@H]2O[C@H](COC(=O)C(C)(C)C)[C@@H](OC(=O)C(C)(C)C)[C@H](OC(=O)C(C)(C)C)[C@H]2OC(=O)C(C)(C)C)c1Cc1ccc(OCCCN=[N+]=[N-])cc1OC1CCOCC1, predict the reactants needed to synthesize it. The reactants are: CC(C)c1[nH]nc(O[C@@H]2O[C@H](COC(=O)C(C)(C)C)[C@@H](OC(=O)C(C)(C)C)[C@H](OC(=O)C(C)(C)C)[C@H]2OC(=O)C(C)(C)C)c1Cc1ccc(OCCCCl)cc1OC1CCOCC1.[N-]=[N+]=[N-]. (4) Given the product Cc1ccc(COc2ccc3c(CC(=O)O)csc3c2)c(C)n1, predict the reactants needed to synthesize it. The reactants are: CCOC(=O)Cc1csc2cc(OCc3ccc(C)nc3C)ccc12. (5) The reactants are: COc1cccc([C@H](C)N)c1.O=C(O)c1ccc(-c2ccncc2)s1. Given the product COc1cccc([C@H](C)NC(=O)c2ccc(-c3ccncc3)s2)c1, predict the reactants needed to synthesize it. (6) The reactants are: CN(Cc1cc(-c2ccccc2)n(S(=O)(=O)c2ccccc2C(=O)O)c1)C(=O)OC(C)(C)C. Given the product CNCc1cc(-c2ccccc2)n(S(=O)(=O)c2ccccc2C(=O)O)c1, predict the reactants needed to synthesize it. (7) Given the product CCOC(=O)CC1CNC(=O)c2cc(-c3cccc(Cl)c3)cn21, predict the reactants needed to synthesize it. The reactants are: CCOC(=O)CC1CNC(=O)c2cc(I)cn21.OB(O)c1cccc(Cl)c1. (8) Given the product COC(=O)[C@H]1c2ccc(OCc3cccc(NC(C)=O)c3)cc2CCN1C(=O)OC(C)(C)C, predict the reactants needed to synthesize it. The reactants are: CC(=O)Nc1cccc(CO)c1.COC(=O)[C@H]1c2ccc(O)cc2CCN1C(=O)OC(C)(C)C.